Binary Classification. Given a miRNA mature sequence and a target amino acid sequence, predict their likelihood of interaction. From a dataset of Experimentally validated miRNA-target interactions with 360,000+ pairs, plus equal number of negative samples. (1) The miRNA is mmu-miR-370-3p with sequence GCCUGCUGGGGUGGAACCUGGU. The protein sequence of the target gene is MPSSGPGDTSSSSLEREDDRKEGEEQEENRGKEERQEPSATARKVGRPGRKRKHPPVESSDTPKDPAVTTKSQPMAQDSGPSDLLPNGDLEKRSEPQPEEGSPAAGQKGGAPAEGEGTETPPEASRAVENGCCVTKEGRGASAGEGKEQKQTNIESMKMEGSRGRLRGGLGWESSLRQRPMPRLTFQAGDPYYISKRKRDEWLARWKREAEKKAKVIAVMNAVEENQASGESQKVEEASPPAVQQPTDPASPTVATTPEPVGGDAGDKNATKAADDEPEYEDGRGFGIGELVWGKLRGFS.... Result: 1 (interaction). (2) The miRNA is mmu-miR-362-3p with sequence AACACACCUGUUCAAGGAUUCA. The protein sequence of the target gene is MGRTRKANVCRRLSRRALGFYARDAGVVQRTNLGILRALVCQESTKFKNVWTTHSKSPIAYERGRIYFDNYRCCVSSVASEPRKLYEMPKCSKSEKIEDALLWECPVGDILPDPSDYKSSLIALTAHNWLLRISATTGEVLEKIYLASYCKFRYLSWDTPQEVIAVKSAQNKGSAAARQAGTSPPVLLYLAVFRVLPFSLVGILEINKKVFENVTDATLSHGILIVMYSSGLVRLYSFQAIIEQFMQQKLDLGCACSQGGTTGTVGEAPFGIPCNVKITDSPPPLFEVSSLENAFQIGGH.... Result: 1 (interaction). (3) The miRNA is mmu-miR-26a-5p with sequence UUCAAGUAAUCCAGGAUAGGCU. The protein sequence of the target gene is MGKLSPCTGRSRPGGPGPQLPLLLLLLQLLLLLLSPARASGATQPPHVVFVLADDLGWNDLGFHGSVIRTPHLDALAAGGVVLDNYYVQPLCTPSRSQLLTGRYQIHLGLQHYLIMTCQPSCVPLDEKLLPQLLKEAGYATHMVGKWHLGMYRKECLPTRRGFDTYFGYLLGSEDYYTHEACAPIESLNGTRCALDLRDGEEPAKEYNNIYSTNIFTKRATTVIANHPPEKPLFLYLAFQSVHDPLQVPEEYMEPYGFIQDKHRRIYAGMVSLMDEAVGNVTKALKSHGLWNNTVFIFST.... Result: 1 (interaction). (4) The miRNA is hsa-miR-1203 with sequence CCCGGAGCCAGGAUGCAGCUC. The protein sequence of the target gene is MYAPGGAGLPGGRRRRSPGGSALPKQPERSLASALPGALSITALCTALAEPAWLHIHGGTCSRQELGVSDVLGYVHPDLLKDFCMNPQTVLLLRVIAAFCFLGILCSLSAFLLDVFGPKHPALKITRRYAFAHILTVLQCATVIGFSYWASELILAQQQQHKKYHGSQVYVTFAVSFYLVAGAGGASILATAANLLRHYPTEEEEQALELLSEMEENEPYPAEYEVINQFQPPPAYTP. Result: 1 (interaction). (5) The miRNA is hsa-miR-216b-5p with sequence AAAUCUCUGCAGGCAAAUGUGA. The protein sequence of the target gene is MPSSGPGDTSSSSLEREDDRKEGEEQEENRGKEERQEPSATARKVGRPGRKRKHPPVESSDTPKDPAVTTKSQPMAQDSGPSDLLPNGDLEKRSEPQPEEGSPAAGQKGGAPAEGEGTETPPEASRAVENGCCVTKEGRGASAGEGKEQKQTNIESMKMEGSRGRLRGGLGWESSLRQRPMPRLTFQAGDPYYISKRKRDEWLARWKREAEKKAKVIAVMNAVEENQASGESQKVEEASPPAVQQPTDPASPTVATTPEPVGGDAGDKNATKAADDEPEYEDGRGFGIGELVWGKLRGFS.... Result: 0 (no interaction). (6) The miRNA is hsa-miR-1225-3p with sequence UGAGCCCCUGUGCCGCCCCCAG. The protein sequence of the target gene is MTVRGDVLAPDPASPTTAAASPSVSVIPEGSPTAMEQPVFLMTTAAQAISGFFVWTALLITCHQIYMHLRCYSCPNEQRYIVRILFIVPIYAFDSWLSLLFFTNDQYYVYFGTVRDCYEALVIYNFLSLCYEYLGGESSIMSEIRGKPIESSCMYGTCCLWGKTYSIGFLRFCKQATLQFCVVKPLMAVSTVVLQAFGKYRDGDFDVTSGYLYVTIIYNISVSLALYALFLFYFATRELLSPYSPVLKFFMVKSVIFLSFWQGMLLAILEKCGAIPKIHSARVSVGEGTVAAGYQDFIIC.... Result: 1 (interaction).